This data is from Forward reaction prediction with 1.9M reactions from USPTO patents (1976-2016). The task is: Predict the product of the given reaction. (1) Given the reactants [Cl:1][C:2]1[C@:3]2([CH3:13])[O:12][C@H:6]([C:7](Cl)(Cl)[C:8]=1[Cl:9])[CH:5]=[CH:4]2.CC(C)=[O:16].C(=O)(O)[O-].[Na+], predict the reaction product. The product is: [Cl:9][C:8]1[C:7](=[O:16])[C@@H:6]2[O:12][C@:3]([CH3:13])([C:2]=1[Cl:1])[CH:4]=[CH:5]2. (2) Given the reactants [Br:1][C:2]1[CH:3]=[CH:4][C:5]([N:8]2[CH:12]=[C:11]([C:13]([O:15]C)=[O:14])[N:10]=[N:9]2)=[N:6][CH:7]=1.CO.O, predict the reaction product. The product is: [Br:1][C:2]1[CH:3]=[CH:4][C:5]([N:8]2[CH:12]=[C:11]([C:13]([OH:15])=[O:14])[N:10]=[N:9]2)=[N:6][CH:7]=1. (3) Given the reactants CC1C=CC(S(O[CH2:12][CH:13]2[CH2:17][C:16]3[C:18]([C:22]4[CH:27]=[CH:26][CH:25]=[CH:24][C:23]=4[C:28]([F:31])([F:30])[F:29])=[CH:19][CH:20]=[CH:21][C:15]=3[O:14]2)(=O)=O)=CC=1.[N-:32]=[N+:33]=[N-:34].[Na+].N(CC1CC2C=C(Cl)C=C(C3C=CSC=3)C=2O1)=[N+]=[N-], predict the reaction product. The product is: [F:29][C:28]([F:31])([F:30])[C:23]1[CH:24]=[CH:25][CH:26]=[CH:27][C:22]=1[C:18]1[C:16]2[CH2:17][CH:13]([CH2:12][N:32]=[N+:33]=[N-:34])[O:14][C:15]=2[CH:21]=[CH:20][CH:19]=1.